This data is from Retrosynthesis with 50K atom-mapped reactions and 10 reaction types from USPTO. The task is: Predict the reactants needed to synthesize the given product. (1) Given the product CN1N=C2CCN(C(=O)[C@@H](COCc3ccccc3)NC(=O)C(C)(C)NC(=O)OC(C)(C)C)C[C@@]2(Cc2ccccc2)C1=O, predict the reactants needed to synthesize it. The reactants are: CC(C)(C)OC(=O)NC(C)(C)C(=O)NC(COCc1ccccc1)C(=O)O.CN1N=C2CCNC[C@@]2(Cc2ccccc2)C1=O. (2) Given the product OCc1ccc(OCc2cc3ccccc3o2)cc1, predict the reactants needed to synthesize it. The reactants are: CCOC(=O)c1ccc(OCc2cc3ccccc3o2)cc1. (3) Given the product O=[N+]([O-])c1cc2c(NCc3ccccc3)nc(-c3ccncc3)nc2s1, predict the reactants needed to synthesize it. The reactants are: NCc1ccccc1.O=[N+]([O-])c1cc2c(Cl)nc(-c3ccncc3)nc2s1. (4) Given the product CC(C)(C)OC(=O)NCCC1CCN(C(=O)/C=C/c2cc(Cl)cc(Cl)c2)CC1, predict the reactants needed to synthesize it. The reactants are: CC(C)(C)OC(=O)NCCC1CCNCC1.O=C(O)/C=C/c1cc(Cl)cc(Cl)c1. (5) Given the product Cc1cc(-c2ccc(CNC(=O)c3ccc(-c4ccccn4)cc3)cc2)ccn1, predict the reactants needed to synthesize it. The reactants are: Cc1cc(-c2ccc(CN)cc2)ccn1.O=C(O)c1ccc(-c2ccccn2)cc1. (6) Given the product CCC(=O)N(c1ccccc1)C1(C(=O)O)CCN(Cc2ccccc2)CC1, predict the reactants needed to synthesize it. The reactants are: CCC(=O)OC(=O)CC.O=C(O)C1(Nc2ccccc2)CCN(Cc2ccccc2)CC1. (7) Given the product Cc1oc(-c2ccccc2)nc1Cn1ccc2c(CO)cccc21, predict the reactants needed to synthesize it. The reactants are: COC(=O)c1cccc2c1ccn2Cc1nc(-c2ccccc2)oc1C. (8) Given the product COC(=O)C1C2CCC(O2)C1C(=O)N1CCN(C)CC1, predict the reactants needed to synthesize it. The reactants are: CN1CCNCC1.COC(=O)C1C2CCC(O2)C1C(=O)O. (9) Given the product COc1cc(CC(=O)O)ccc1OCCNC(=O)OC(C)(C)C, predict the reactants needed to synthesize it. The reactants are: CC(C)(C)OC(=O)OC(=O)OC(C)(C)C.COc1cc(CC(=O)O)ccc1OCCN. (10) Given the product COC(=O)Cc1cn(Cc2ccc3oc(-c4nc(C(C)(C)C)cs4)cc3c2)c2ccc(OCC(=O)N(C)C)cc12, predict the reactants needed to synthesize it. The reactants are: CNC.COC(=O)Cc1cn(Cc2ccc3oc(-c4nc(C(C)(C)C)cs4)cc3c2)c2ccc(OCC(=O)O)cc12.